Dataset: Catalyst prediction with 721,799 reactions and 888 catalyst types from USPTO. Task: Predict which catalyst facilitates the given reaction. (1) Reactant: [CH2:1]([O:8][C:9]1[CH:10]=[CH:11][C:12]([CH2:15]Cl)=[N:13][CH:14]=1)[C:2]1[CH:7]=[CH:6][CH:5]=[CH:4][CH:3]=1.O.[C-:18]#[N:19].[Na+]. Product: [CH2:1]([O:8][C:9]1[CH:10]=[CH:11][C:12]([CH2:15][C:18]#[N:19])=[N:13][CH:14]=1)[C:2]1[CH:7]=[CH:6][CH:5]=[CH:4][CH:3]=1. The catalyst class is: 8. (2) Reactant: [I:1][C:2]1[CH:3]=[C:4]([CH:6]=[C:7]([I:9])[CH:8]=1)[NH2:5].[CH3:10][Si:11]([CH3:27])([CH3:26])[CH2:12][CH2:13][O:14][C:15]([NH:17][CH2:18][CH2:19][CH2:20][CH2:21][CH2:22][C:23](O)=[O:24])=[O:16].CCN(C(C)C)C(C)C.CN(C(ON1N=NC2C=CC=NC1=2)=[N+](C)C)C.F[P-](F)(F)(F)(F)F. Product: [CH3:26][Si:11]([CH3:10])([CH3:27])[CH2:12][CH2:13][O:14][C:15](=[O:16])[NH:17][CH2:18][CH2:19][CH2:20][CH2:21][CH2:22][C:23](=[O:24])[NH:5][C:4]1[CH:3]=[C:2]([I:1])[CH:8]=[C:7]([I:9])[CH:6]=1. The catalyst class is: 215. (3) Reactant: [Br:1][C:2]1[CH:3]=[C:4]2[C:8](=[C:9]([N+:11]([O-:13])=[O:12])[CH:10]=1)[NH:7]C(=O)[C:5]2=[O:15].[OH:16]O.Cl. Product: [NH2:7][C:8]1[C:9]([N+:11]([O-:13])=[O:12])=[CH:10][C:2]([Br:1])=[CH:3][C:4]=1[C:5]([OH:15])=[O:16]. The catalyst class is: 74. (4) Reactant: [CH2:1]([N:3]([CH2:20][CH3:21])[C:4]([C:6]1[C:14]2[C:9](=[CH:10][CH:11]=[CH:12][CH:13]=2)[NH:8][C:7]=1[C:15](OCC)=[O:16])=[O:5])[CH3:2].O.[NH2:23][NH2:24]. Product: [CH2:1]([N:3]([CH2:20][CH3:21])[C:4]([C:6]1[C:14]2[C:9](=[CH:10][CH:11]=[CH:12][CH:13]=2)[NH:8][C:7]=1[C:15]([NH:23][NH2:24])=[O:16])=[O:5])[CH3:2]. The catalyst class is: 8. (5) Reactant: [OH-].[Na+].[CH2:3]([O:7][C:8]1[CH:13]=[C:12]([CH2:14][CH2:15][C:16]([O:18]C)=[O:17])[CH:11]=[CH:10][C:9]=1[C:20]1[CH:25]=[CH:24][CH:23]=[C:22]([N:26]([CH3:35])[C:27]([NH:29][CH2:30][CH2:31][CH2:32][CH2:33][CH3:34])=[O:28])[CH:21]=1)[CH2:4][CH2:5][CH3:6]. Product: [CH2:3]([O:7][C:8]1[CH:13]=[C:12]([CH2:14][CH2:15][C:16]([OH:18])=[O:17])[CH:11]=[CH:10][C:9]=1[C:20]1[CH:25]=[CH:24][CH:23]=[C:22]([N:26]([CH3:35])[C:27]([NH:29][CH2:30][CH2:31][CH2:32][CH2:33][CH3:34])=[O:28])[CH:21]=1)[CH2:4][CH2:5][CH3:6]. The catalyst class is: 83. (6) Reactant: [NH3:1].[N:2]1[N:3]=[CH:4][N:5]2[C:10]=1[CH:9]=[CH:8][C:7]([C:11]1[CH:12]=[C:13]([C:18]3[CH:23]=[CH:22][C:21]([N:24]4[C@@H:28]([C:29]5[CH:34]=[CH:33][CH:32]=[CH:31][CH:30]=5)[C:27]([CH3:36])([CH3:35])[O:26][C:25]4=[O:37])=[CH:20][CH:19]=3)[CH:14]=[N:15][C:16]=1F)=[N:6]2. Product: [N:2]1[N:3]=[CH:4][N:5]2[C:10]=1[CH:9]=[CH:8][C:7]([C:11]1[CH:12]=[C:13]([C:18]3[CH:23]=[CH:22][C:21]([N:24]4[C@@H:28]([C:29]5[CH:34]=[CH:33][CH:32]=[CH:31][CH:30]=5)[C:27]([CH3:36])([CH3:35])[O:26][C:25]4=[O:37])=[CH:20][CH:19]=3)[CH:14]=[N:15][C:16]=1[NH2:1])=[N:6]2. The catalyst class is: 16. (7) Reactant: [Cl:1][C:2]1[N:7]=[CH:6][C:5]([NH:8][C:9]2[C:14]([C:15]3[N:20]=[C:19]([CH3:21])[N:18]=[C:17]([N:22](CC4C=CC(OC)=CC=4)CC4C=CC(OC)=CC=4)[N:16]=3)=[CH:13][C:12]([C@H:41]([N:43]3[CH2:48][CH2:47][N:46]([S:49]([CH3:52])(=[O:51])=[O:50])[CH2:45][CH2:44]3)[CH3:42])=[CH:11][N:10]=2)=[CH:4][CH:3]=1.FC(F)(F)S(O)(=O)=O. Product: [Cl:1][C:2]1[N:7]=[CH:6][C:5]([NH:8][C:9]2[C:14]([C:15]3[N:20]=[C:19]([CH3:21])[N:18]=[C:17]([NH2:22])[N:16]=3)=[CH:13][C:12]([C@H:41]([N:43]3[CH2:48][CH2:47][N:46]([S:49]([CH3:52])(=[O:50])=[O:51])[CH2:45][CH2:44]3)[CH3:42])=[CH:11][N:10]=2)=[CH:4][CH:3]=1. The catalyst class is: 67.